The task is: Predict the product of the given reaction.. This data is from Forward reaction prediction with 1.9M reactions from USPTO patents (1976-2016). Given the reactants [C:1]([NH:8][CH:9]1[CH2:12][C:11](=C)[CH2:10]1)([O:3][C:4]([CH3:7])([CH3:6])[CH3:5])=[O:2].C([O-])([O-])=[O:15].[K+].[K+], predict the reaction product. The product is: [C:1]([NH:8][CH:9]1[CH2:12][C:11](=[O:15])[CH2:10]1)([O:3][C:4]([CH3:7])([CH3:6])[CH3:5])=[O:2].